Task: Predict the reactants needed to synthesize the given product.. Dataset: Full USPTO retrosynthesis dataset with 1.9M reactions from patents (1976-2016) (1) Given the product [O:29]=[C:13]1[C:9]2([CH2:12][CH2:11][CH2:10]2)[N:8]([C:5]2[CH:6]=[CH:7][C:2]([O:1][C:31]3[N:36]=[CH:35][CH:34]=[CH:33][N:32]=3)=[CH:3][CH:4]=2)[C:15](=[S:16])[N:14]1[C:17]1[CH:18]=[C:19]([C:25]([F:28])([F:27])[F:26])[C:20]([C:23]#[N:24])=[N:21][CH:22]=1, predict the reactants needed to synthesize it. The reactants are: [OH:1][C:2]1[CH:7]=[CH:6][C:5]([N:8]2[C:15](=[S:16])[N:14]([C:17]3[CH:18]=[C:19]([C:25]([F:28])([F:27])[F:26])[C:20]([C:23]#[N:24])=[N:21][CH:22]=3)[C:13](=[O:29])[C:9]32[CH2:12][CH2:11][CH2:10]3)=[CH:4][CH:3]=1.Cl[C:31]1[N:36]=[CH:35][CH:34]=[CH:33][N:32]=1.C(=O)([O-])[O-].[Cs+].[Cs+].O. (2) Given the product [C:1]1([CH:7]2[CH2:21][NH:23][N:22]=[C:8]2[C:10]2[CH:20]=[CH:19][C:13]3[O:14][CH2:15][C:16](=[O:18])[NH:17][C:12]=3[CH:11]=2)[CH:6]=[CH:5][CH:4]=[CH:3][CH:2]=1, predict the reactants needed to synthesize it. The reactants are: [C:1]1([C:7](=[CH2:21])[C:8]([C:10]2[CH:20]=[CH:19][C:13]3[O:14][CH2:15][C:16](=[O:18])[NH:17][C:12]=3[CH:11]=2)=O)[CH:6]=[CH:5][CH:4]=[CH:3][CH:2]=1.[NH2:22][NH2:23]. (3) Given the product [C:1]([NH:5][C:6]1[N:7]=[C:8]([Cl:17])[CH:9]=[C:10]2[C:15]=1[C:14](=[O:16])[N:13]([CH2:19][CH2:18][S:20]([CH3:23])(=[O:22])=[O:21])[CH:12]=[CH:11]2)([CH3:4])([CH3:2])[CH3:3], predict the reactants needed to synthesize it. The reactants are: [C:1]([NH:5][C:6]1[N:7]=[C:8]([Cl:17])[CH:9]=[C:10]2[C:15]=1[C:14](=[O:16])[NH:13][CH:12]=[CH:11]2)([CH3:4])([CH3:3])[CH3:2].[CH:18]([S:20]([CH3:23])(=[O:22])=[O:21])=[CH2:19].C([O-])([O-])=O.[Cs+].[Cs+]. (4) Given the product [F:13][C:10]([F:11])([F:12])[C:8]1[CH:9]=[C:4]([NH2:1])[C:5]([NH2:14])=[N:6][CH:7]=1, predict the reactants needed to synthesize it. The reactants are: [N+:1]([C:4]1[C:5]([NH2:14])=[N:6][CH:7]=[C:8]([C:10]([F:13])([F:12])[F:11])[CH:9]=1)([O-])=O.[Sn].CN(C=O)C.C([O-])(O)=O.[Na+]. (5) Given the product [CH:8]([C:3]1[C:2]([S:65][CH2:66][CH:67]2[CH2:72][CH2:71][N:70]([C:73]([O:75][C:76]([CH3:79])([CH3:78])[CH3:77])=[O:74])[CH2:69][CH2:68]2)=[CH:6][N:5]([CH3:7])[N:4]=1)=[O:9], predict the reactants needed to synthesize it. The reactants are: Br[C:2]1[C:3]([CH:8]=[O:9])=[N:4][N:5]([CH3:7])[CH:6]=1.C(Cl)(Cl)Cl.C([O-])([O-])=O.[K+].[K+].CC1(C)C2C(=C(P(C3C=CC=CC=3)C3C=CC=CC=3)C=CC=2)OC2C(P(C3C=CC=CC=3)C3C=CC=CC=3)=CC=CC1=2.C([S:65][CH2:66][CH:67]1[CH2:72][CH2:71][N:70]([C:73]([O:75][C:76]([CH3:79])([CH3:78])[CH3:77])=[O:74])[CH2:69][CH2:68]1)(=O)C.CO. (6) Given the product [Cl:8][C:9]1[CH:10]=[C:11]([CH:16]([O:7][C:1]2[CH:6]=[CH:5][CH:4]=[CH:3][CH:2]=2)[CH:17]2[CH2:20][N:19]([C:21]([O:23][C:24]([CH3:27])([CH3:26])[CH3:25])=[O:22])[CH2:18]2)[CH:12]=[CH:13][C:14]=1[Cl:15], predict the reactants needed to synthesize it. The reactants are: [C:1]1([OH:7])[CH:6]=[CH:5][CH:4]=[CH:3][CH:2]=1.[Cl:8][C:9]1[CH:10]=[C:11]([CH:16](O)[CH:17]2[CH2:20][N:19]([C:21]([O:23][C:24]([CH3:27])([CH3:26])[CH3:25])=[O:22])[CH2:18]2)[CH:12]=[CH:13][C:14]=1[Cl:15].C1(P(C2C=CC=CC=2)C2C=CC=CC=2)C=CC=CC=1.N(C(OC(C)C)=O)=NC(OC(C)C)=O.